Dataset: Peptide-MHC class I binding affinity with 185,985 pairs from IEDB/IMGT. Task: Regression. Given a peptide amino acid sequence and an MHC pseudo amino acid sequence, predict their binding affinity value. This is MHC class I binding data. The peptide sequence is GHMMVIFRL. The MHC is HLA-B15:17 with pseudo-sequence HLA-B15:17. The binding affinity (normalized) is 0.0847.